Dataset: Forward reaction prediction with 1.9M reactions from USPTO patents (1976-2016). Task: Predict the product of the given reaction. (1) The product is: [CH3:21][C:10]1[C:9](=[O:8])[C:18]2[C:13](=[CH:14][CH:15]=[CH:16][CH:17]=2)[NH:12][C:11]=1[O:35][C:36](=[O:38])[N:31]([CH3:32])[C:27]1[CH:26]=[C:25]2[C:30](=[CH:29][CH:28]=1)[CH2:22][CH2:23][CH2:24]2. Given the reactants C([O:8][C:9]1[C:18]2[C:13](=[CH:14][CH:15]=[CH:16][CH:17]=2)[N:12]=[C:11](CO)[C:10]=1[CH3:21])C1C=CC=CC=1.[CH2:22]1[C:30]2[C:25](=[CH:26][C:27]([N:31]=[C:32]=O)=[CH:28][CH:29]=2)[CH2:24][CH2:23]1.C[OH:35].[CH2:36]([OH:38])C, predict the reaction product. (2) Given the reactants Cl[C:2]1[N:11]=[C:10]([NH:12][CH2:13][C@:14]2([F:27])[CH2:19][CH2:18][CH2:17][N:16]([C:20]([O:22][C:23]([CH3:26])([CH3:25])[CH3:24])=[O:21])[CH2:15]2)[C:5]2=[N:6][CH:7]=[CH:8][N:9]=[C:4]2[CH:3]=1.[CH3:28][N:29]1[CH:33]=[C:32](B2OC(C)(C)C(C)(C)O2)[CH:31]=[N:30]1.[OH-].[K+], predict the reaction product. The product is: [F:27][C@@:14]1([CH2:13][NH:12][C:10]2[C:5]3=[N:6][CH:7]=[CH:8][N:9]=[C:4]3[CH:3]=[C:2]([C:32]3[CH:31]=[N:30][N:29]([CH3:28])[CH:33]=3)[N:11]=2)[CH2:19][CH2:18][CH2:17][N:16]([C:20]([O:22][C:23]([CH3:26])([CH3:25])[CH3:24])=[O:21])[CH2:15]1. (3) Given the reactants [CH:1]1([C:4]2[NH:12][C:7]3=[N:8][CH:9]=[CH:10][CH:11]=[C:6]3[CH:5]=2)[CH2:3][CH2:2]1.ClC1C=C(C=CC=1)C(OO)=[O:18], predict the reaction product. The product is: [CH:1]1([C:4]2[NH:12][C:7]3=[N+:8]([O-:18])[CH:9]=[CH:10][CH:11]=[C:6]3[CH:5]=2)[CH2:3][CH2:2]1. (4) The product is: [CH3:21][C:22]1[CH:23]=[C:24]([C:28]2[O:29][C:30]([CH3:35])=[C:31]([CH2:33][O:1][CH:2]3[CH2:7][CH2:6][CH2:5][CH:4]([O:8][CH2:9][C:10]4[CH:19]=[CH:18][CH:17]=[C:16]([CH3:20])[C:11]=4[C:12]([OH:14])=[O:13])[CH2:3]3)[N:32]=2)[CH:25]=[CH:26][CH:27]=1. Given the reactants [OH:1][CH:2]1[CH2:7][CH2:6][CH2:5][CH:4]([O:8][CH2:9][C:10]2[CH:19]=[CH:18][CH:17]=[C:16]([CH3:20])[C:11]=2[C:12]([O:14]C)=[O:13])[CH2:3]1.[CH3:21][C:22]1[CH:23]=[C:24]([C:28]2[O:29][C:30]([CH3:35])=[C:31]([CH2:33]I)[N:32]=2)[CH:25]=[CH:26][CH:27]=1, predict the reaction product. (5) Given the reactants OC1C=C([N:8]([CH2:16][C:17]2[CH:22]=[CH:21][CH:20]=[CH:19][CH:18]=2)[C:9](=[O:15])[O:10][C:11]([CH3:14])([CH3:13])[CH3:12])C=CC=1.Br[CH2:24][C:25]([O:27][CH3:28])=[O:26].BrCCC[CH2:33][CH2:34][CH2:35][CH2:36][CH2:37][CH:38]1[O:42]CCO1, predict the reaction product. The product is: [C:11]([O:10][C:9]([NH:8][CH:16]([C:17]1[CH:18]=[CH:19][CH:20]=[CH:21][CH:22]=1)[C:36]1[CH:37]=[C:38]([CH:33]=[CH:34][CH:35]=1)[O:42][CH2:24][C:25]([O:27][CH3:28])=[O:26])=[O:15])([CH3:12])([CH3:13])[CH3:14]. (6) Given the reactants C(OC([N:8]1[CH2:12][CH2:11][CH2:10][C@H:9]1[C:13]1[NH:14][C:15]([C:18]2[CH:23]=[CH:22][C:21]([C:24]3[CH:29]=[CH:28][C:27]([C:30]4[NH:34][C:33]([C@@H:35]5[CH:39]=[C:38]([CH2:40]C)[CH2:37][N:36]5C(OC(C)(C)C)=O)=[N:32][CH:31]=4)=[CH:26][CH:25]=3)=[CH:20][CH:19]=2)=[CH:16][N:17]=1)=O)(C)(C)C.Cl.C(C1CN[C@H](C2NC(C3C=CC(C4C=CC(C5NC([C@@H]6CCCN6)=NC=5)=CC=4)=CC=3)=CN=2)C=1)C, predict the reaction product. The product is: [CH3:40][C:38]1[CH2:37][NH:36][C@H:35]([C:33]2[NH:34][C:30]([C:27]3[CH:28]=[CH:29][C:24]([C:21]4[CH:20]=[CH:19][C:18]([C:15]5[NH:14][C:13]([C@@H:9]6[CH2:10][CH2:11][CH2:12][NH:8]6)=[N:17][CH:16]=5)=[CH:23][CH:22]=4)=[CH:25][CH:26]=3)=[CH:31][N:32]=2)[CH:39]=1.